Dataset: Full USPTO retrosynthesis dataset with 1.9M reactions from patents (1976-2016). Task: Predict the reactants needed to synthesize the given product. (1) Given the product [CH2:1]([O:3][C:4](=[O:17])[CH2:5][CH2:6][C:7]1[CH:12]=[CH:11][C:10]([O:13][CH2:19][C:20]2[C:21]([CH:36]3[CH2:38][CH2:37]3)=[N:22][C:23]([C:26]3[CH:27]=[CH:28][C:29]([C:32]([F:34])([F:35])[F:33])=[CH:30][CH:31]=3)=[N:24][CH:25]=2)=[C:9]([O:14][CH2:15][CH3:16])[CH:8]=1)[CH3:2], predict the reactants needed to synthesize it. The reactants are: [CH2:1]([O:3][C:4](=[O:17])[CH2:5][CH2:6][C:7]1[CH:12]=[CH:11][C:10]([OH:13])=[C:9]([O:14][CH2:15][CH3:16])[CH:8]=1)[CH3:2].Cl[CH2:19][C:20]1[C:21]([CH:36]2[CH2:38][CH2:37]2)=[N:22][C:23]([C:26]2[CH:31]=[CH:30][C:29]([C:32]([F:35])([F:34])[F:33])=[CH:28][CH:27]=2)=[N:24][CH:25]=1. (2) Given the product [CH3:1][C:2]1[C:7]([CH:8]([OH:9])[CH2:20][CH3:21])=[CH:6][CH:5]=[C:4]([C:10]2[CH:15]=[CH:14][CH:13]=[C:12]([C:16]([F:17])([F:19])[F:18])[CH:11]=2)[N:3]=1, predict the reactants needed to synthesize it. The reactants are: [CH3:1][C:2]1[C:7]([CH:8]=[O:9])=[CH:6][CH:5]=[C:4]([C:10]2[CH:15]=[CH:14][CH:13]=[C:12]([C:16]([F:19])([F:18])[F:17])[CH:11]=2)[N:3]=1.[CH2:20]([Mg]Cl)[CH3:21].